From a dataset of Reaction yield outcomes from USPTO patents with 853,638 reactions. Predict the reaction yield, written as a fraction of the theoretical maximum amount of product (1.0 means a 100% yield; for example, 0.34 means a 34% yield). (1) The reactants are [NH2:1][C:2]1[C:12]([Br:13])=[CH:11][CH:10]=[CH:9][C:3]=1[C:4]([NH:6][CH2:7][CH3:8])=[O:5].[CH:14](OC)(OC)OC.Cl.O1CCOCC1.C(=O)(O)[O-].[Na+]. The catalyst is CN1C(=O)CCC1. The product is [Br:13][C:12]1[CH:11]=[CH:10][CH:9]=[C:3]2[C:2]=1[N:1]=[CH:14][N:6]([CH2:7][CH3:8])[C:4]2=[O:5]. The yield is 0.870. (2) The reactants are [NH2:1][C@@H:2]1[C@H:6]([NH:7][C:8]2[N:17]=[CH:16][C:15]3[C:10](=[CH:11][CH:12]=[C:13]([C:18]4[C:23]([Cl:24])=[C:22]([O:25][CH3:26])[CH:21]=[C:20]([O:27][CH3:28])[C:19]=4[Cl:29])[CH:14]=3)[N:9]=2)[CH2:5][N:4]([C:30]([O-:32])=[O:31])[CH2:3]1.CCN([CH:39]([CH3:41])[CH3:40])C(C)C.[C:42](Cl)(=[O:45])[CH:43]=[CH2:44].Cl[CH2:48]Cl. No catalyst specified. The product is [C:42]([NH:1][C@@H:2]1[C@H:6]([NH:7][C:8]2[N:17]=[CH:16][C:15]3[C:10](=[CH:11][CH:12]=[C:13]([C:18]4[C:19]([Cl:29])=[C:20]([O:27][CH3:28])[CH:21]=[C:22]([O:25][CH3:26])[C:23]=4[Cl:24])[CH:14]=3)[N:9]=2)[CH2:5][N:4]([C:30]([O:32][C:39]([CH3:40])([CH3:41])[CH3:48])=[O:31])[CH2:3]1)(=[O:45])[CH:43]=[CH2:44]. The yield is 0.520. (3) The reactants are [Br:1][C:2]1[C:15](=[O:16])[N:14]([CH:17]([CH3:19])[CH3:18])[C:5]2[N:6]=[C:7](S(C)=O)[N:8]=[C:9]([CH3:10])[C:4]=2[CH:3]=1.[CH3:20][NH2:21]. The catalyst is O1CCOCC1. The product is [Br:1][C:2]1[C:15](=[O:16])[N:14]([CH:17]([CH3:19])[CH3:18])[C:5]2[N:6]=[C:7]([NH:21][CH3:20])[N:8]=[C:9]([CH3:10])[C:4]=2[CH:3]=1. The yield is 0.760. (4) The reactants are [CH:1]1([C:4]2[N:9]=[C:8]([OH:10])[C:7]([CH3:11])=[C:6]([OH:12])[N:5]=2)[CH2:3][CH2:2]1.Br[CH2:14][C:15]([O:17][CH3:18])=[O:16].C(=O)([O-])[O-].[K+].[K+].CN(C)C=O. The catalyst is O. The product is [CH:1]1([C:4]2[N:9]=[C:8]([OH:10])[C:7]([CH3:11])=[C:6]([O:12][CH2:14][C:15]([O:17][CH3:18])=[O:16])[N:5]=2)[CH2:3][CH2:2]1. The yield is 0.190. (5) The reactants are [NH2:1][C:2]1[CH:7]=[CH:6][C:5]([C:8]2[N:9]([CH:22]3[CH2:25][CH2:24][CH2:23]3)[C:10]3[C:15]([C:16]=2[C:17]#[N:18])=[CH:14][CH:13]=[C:12]([O:19][CH2:20][CH3:21])[CH:11]=3)=[CH:4][CH:3]=1.CCN(CC)CC.[F:33][C:34]([F:45])([F:44])[C:35](O[C:35](=[O:36])[C:34]([F:45])([F:44])[F:33])=[O:36]. The catalyst is C(Cl)Cl. The product is [C:17]([C:16]1[C:15]2[C:10](=[CH:11][C:12]([O:19][CH2:20][CH3:21])=[CH:13][CH:14]=2)[N:9]([CH:22]2[CH2:23][CH2:24][CH2:25]2)[C:8]=1[C:5]1[CH:4]=[CH:3][C:2]([NH:1][C:35](=[O:36])[C:34]([F:45])([F:44])[F:33])=[CH:7][CH:6]=1)#[N:18]. The yield is 1.00. (6) The reactants are [Cl-].[F:2][C:3]1[CH:10]=[CH:9][C:6]([CH2:7][Zn+])=[CH:5][CH:4]=1.[CH3:11][O:12][C:13]1[CH:14]=[C:15]2[C:20](=[CH:21][CH:22]=1)[C:19]([C:23](=[O:39])[C:24]1[CH:29]=[CH:28][C:27]([O:30][CH2:31][CH2:32][N:33]3[CH2:38][CH2:37][CH2:36][CH2:35][CH2:34]3)=[CH:26][CH:25]=1)=[C:18](OS(C(F)(F)F)(=O)=O)[CH:17]=[CH:16]2. The catalyst is [N+](CCCC)(CCCC)(CCCC)CCCC.[I-].C1COCC1.CN1C(=O)CCC1.C1C=CC(/C=C/C(/C=C/C2C=CC=CC=2)=O)=CC=1.C1C=CC(/C=C/C(/C=C/C2C=CC=CC=2)=O)=CC=1.[Pd].C1C=CC(P(C2C=CC=CC=2)[C-]2C=CC=C2)=CC=1.C1C=CC(P(C2C=CC=CC=2)[C-]2C=CC=C2)=CC=1.[Fe+2]. The product is [F:2][C:3]1[CH:10]=[CH:9][C:6]([CH2:7][C:18]2[CH:17]=[CH:16][C:15]3[C:20](=[CH:21][CH:22]=[C:13]([O:12][CH3:11])[CH:14]=3)[C:19]=2[C:23]([C:24]2[CH:29]=[CH:28][C:27]([O:30][CH2:31][CH2:32][N:33]3[CH2:38][CH2:37][CH2:36][CH2:35][CH2:34]3)=[CH:26][CH:25]=2)=[O:39])=[CH:5][CH:4]=1. The yield is 0.780. (7) The reactants are [CH2:1]([N:8]([CH2:12][Si](C)(C)C)[CH2:9]OC)[C:2]1[CH:7]=[CH:6][CH:5]=[CH:4][CH:3]=1.[C:17]([O:23][CH2:24][CH3:25])(=[O:22])/[CH:18]=[CH:19]\[CH2:20][CH3:21]. The catalyst is C(Cl)Cl.C(O)(C(F)(F)F)=O. The product is [CH2:1]([N:8]1[CH2:9][C@H:19]([CH2:20][CH3:21])[C@H:18]([C:17]([O:23][CH2:24][CH3:25])=[O:22])[CH2:12]1)[C:2]1[CH:3]=[CH:4][CH:5]=[CH:6][CH:7]=1. The yield is 0.960.